From a dataset of NCI-60 drug combinations with 297,098 pairs across 59 cell lines. Regression. Given two drug SMILES strings and cell line genomic features, predict the synergy score measuring deviation from expected non-interaction effect. (1) Drug 1: CC1=C(N=C(N=C1N)C(CC(=O)N)NCC(C(=O)N)N)C(=O)NC(C(C2=CN=CN2)OC3C(C(C(C(O3)CO)O)O)OC4C(C(C(C(O4)CO)O)OC(=O)N)O)C(=O)NC(C)C(C(C)C(=O)NC(C(C)O)C(=O)NCCC5=NC(=CS5)C6=NC(=CS6)C(=O)NCCC[S+](C)C)O. Drug 2: CN(CCCl)CCCl.Cl. Cell line: SF-268. Synergy scores: CSS=39.4, Synergy_ZIP=-4.95, Synergy_Bliss=-5.68, Synergy_Loewe=-16.2, Synergy_HSA=-1.70. (2) Drug 1: COC1=NC(=NC2=C1N=CN2C3C(C(C(O3)CO)O)O)N. Drug 2: COCCOC1=C(C=C2C(=C1)C(=NC=N2)NC3=CC=CC(=C3)C#C)OCCOC.Cl. Cell line: SNB-75. Synergy scores: CSS=-0.0330, Synergy_ZIP=-0.508, Synergy_Bliss=0.393, Synergy_Loewe=0.117, Synergy_HSA=0.0789. (3) Drug 1: C1=CC(=CC=C1CCC2=CNC3=C2C(=O)NC(=N3)N)C(=O)NC(CCC(=O)O)C(=O)O. Drug 2: C1=C(C(=O)NC(=O)N1)F. Cell line: NCI/ADR-RES. Synergy scores: CSS=30.5, Synergy_ZIP=-12.9, Synergy_Bliss=-11.0, Synergy_Loewe=-3.54, Synergy_HSA=-2.78. (4) Drug 1: C1=C(C(=O)NC(=O)N1)N(CCCl)CCCl. Drug 2: CS(=O)(=O)CCNCC1=CC=C(O1)C2=CC3=C(C=C2)N=CN=C3NC4=CC(=C(C=C4)OCC5=CC(=CC=C5)F)Cl. Cell line: BT-549. Synergy scores: CSS=13.2, Synergy_ZIP=-9.79, Synergy_Bliss=-0.423, Synergy_Loewe=-4.57, Synergy_HSA=-1.98. (5) Drug 1: COC1=C(C=C2C(=C1)N=CN=C2NC3=CC(=C(C=C3)F)Cl)OCCCN4CCOCC4. Drug 2: CCC1=CC2CC(C3=C(CN(C2)C1)C4=CC=CC=C4N3)(C5=C(C=C6C(=C5)C78CCN9C7C(C=CC9)(C(C(C8N6C)(C(=O)OC)O)OC(=O)C)CC)OC)C(=O)OC.C(C(C(=O)O)O)(C(=O)O)O. Cell line: UACC-257. Synergy scores: CSS=40.1, Synergy_ZIP=-0.677, Synergy_Bliss=8.14, Synergy_Loewe=7.57, Synergy_HSA=10.7.